From a dataset of Full USPTO retrosynthesis dataset with 1.9M reactions from patents (1976-2016). Predict the reactants needed to synthesize the given product. (1) Given the product [CH2:15]([O:14][C:13]1[C:8]([C:6]([OH:7])=[O:5])=[N:9][C:10]([CH2:23][C:24]2([N:29]3[C:33]4=[N:34][CH:35]=[CH:36][CH:37]=[C:32]4[CH:31]=[CH:30]3)[CH2:28][CH2:27][CH2:26][CH2:25]2)=[N:11][C:12]=1[OH:22])[C:16]1[CH:17]=[CH:18][CH:19]=[CH:20][CH:21]=1, predict the reactants needed to synthesize it. The reactants are: C([O:5][C:6]([C:8]1[C:13]([O:14][CH2:15][C:16]2[CH:21]=[CH:20][CH:19]=[CH:18][CH:17]=2)=[C:12]([OH:22])[N:11]=[C:10]([CH2:23][C:24]2([N:29]3[C:33]4=[N:34][CH:35]=[CH:36][CH:37]=[C:32]4[CH:31]=[CH:30]3)[CH2:28][CH2:27][CH2:26][CH2:25]2)[N:9]=1)=[O:7])(C)(C)C.O.[OH-].[Li+].C(OCC)(=O)C. (2) Given the product [NH2:13][C:14]1[CH:23]=[CH:22][C:17]([C:18]([NH:20][N:21]=[C:5]2[C:4]3[C:8](=[CH:9][CH:10]=[C:2]([I:1])[CH:3]=3)[NH:7][C:6]2=[O:11])=[O:19])=[CH:16][CH:15]=1, predict the reactants needed to synthesize it. The reactants are: [I:1][C:2]1[CH:3]=[C:4]2[C:8](=[CH:9][CH:10]=1)[NH:7][C:6](=[O:11])[C:5]2=O.[NH2:13][C:14]1[CH:23]=[CH:22][C:17]([C:18]([NH:20][NH2:21])=[O:19])=[CH:16][CH:15]=1. (3) The reactants are: [C-:1]#[N:2].C([Al+]CC)C.C(O)(C)C.[CH3:12][C:13]1[CH:18]=[CH:17][C:16]([S@@:19](/[N:21]=[CH:22]/[C@H:23]2[CH2:28][CH2:27][C@H:26]([CH3:29])[CH2:25][CH2:24]2)=[O:20])=[CH:15][CH:14]=1.[Cl-].[NH4+]. Given the product [C:1]([C@H:22]([C@H:23]1[CH2:28][CH2:27][C@H:26]([CH3:29])[CH2:25][CH2:24]1)[NH:21][S@:19]([C:16]1[CH:15]=[CH:14][C:13]([CH3:12])=[CH:18][CH:17]=1)=[O:20])#[N:2], predict the reactants needed to synthesize it. (4) Given the product [CH2:1]([C:4]1[CH:9]=[C:8]([N+:10]([O-:12])=[O:11])[CH:7]=[C:6]([O:13][C:14]([F:16])([F:17])[F:15])[C:5]=1[O:18][CH3:19])[CH:2]=[CH2:3], predict the reactants needed to synthesize it. The reactants are: [CH2:1]([C:4]1[CH:9]=[C:8]([N+:10]([O-:12])=[O:11])[CH:7]=[C:6]([O:13][C:14]([F:17])([F:16])[F:15])[C:5]=1[OH:18])[CH:2]=[CH2:3].[CH3:19]I. (5) Given the product [OH:3][CH:1]([C:4]1[CH:9]=[CH:8][C:7]([CH:10]([C:22]2[CH:23]=[CH:24][CH:25]=[CH:26][CH:27]=2)[C:11]([CH3:20])([CH3:21])[C:12]([NH:14][C:15]2[S:16][CH:17]=[CH:18][N:19]=2)=[O:13])=[CH:6][CH:5]=1)[CH3:2], predict the reactants needed to synthesize it. The reactants are: [C:1]([C:4]1[CH:9]=[CH:8][C:7]([CH:10]([C:22]2[CH:27]=[CH:26][CH:25]=[CH:24][CH:23]=2)[C:11]([CH3:21])([CH3:20])[C:12]([NH:14][C:15]2[S:16][CH:17]=[CH:18][N:19]=2)=[O:13])=[CH:6][CH:5]=1)(=[O:3])[CH3:2].[BH4-].[Na+]. (6) Given the product [I:1][C:2]1[CH:3]=[CH:4][C:5]2[N:6]([C:24]([C:25]([OH:27])=[O:26])=[CH:23][N:8]=2)[CH:7]=1, predict the reactants needed to synthesize it. The reactants are: [I:1][C:2]1[CH:3]=[CH:4][C:5]([NH2:8])=[N:6][CH:7]=1.BrC1C=CN2C(C(NC3[CH:23]=[C:24](C=CC=3F)[C:25]([OH:27])=[O:26])=O)=CN=C2C=1. (7) Given the product [C:7]([O:11][C:12](=[O:25])[NH:13][CH2:14][CH2:15][CH2:16][CH2:17][C:18]1[CH:19]=[CH:20][C:21]([S:24][CH2:2][CH2:3][C:4](=[O:5])[NH2:6])=[CH:22][CH:23]=1)([CH3:10])([CH3:8])[CH3:9], predict the reactants needed to synthesize it. The reactants are: Br[CH2:2][CH2:3][C:4]([NH2:6])=[O:5].[C:7]([O:11][C:12](=[O:25])[NH:13][CH2:14][CH2:15][CH2:16][CH2:17][C:18]1[CH:23]=[CH:22][C:21]([SH:24])=[CH:20][CH:19]=1)([CH3:10])([CH3:9])[CH3:8].